From a dataset of Reaction yield outcomes from USPTO patents with 853,638 reactions. Predict the reaction yield, written as a fraction of the theoretical maximum amount of product (1.0 means a 100% yield; for example, 0.34 means a 34% yield). The reactants are Br[C:2]1[CH:3]=[C:4]2[C:8](=[CH:9][CH:10]=1)[N:7]([CH2:11][CH:12]1[CH2:17][CH2:16][N:15]([C:18](=[O:27])[CH2:19][CH2:20][C:21]3[CH:26]=[CH:25][CH:24]=[CH:23][CH:22]=3)[CH2:14][CH2:13]1)[CH:6]=[CH:5]2.C1(P(C2C=CC=CC=2)C2C=CC=CC=2)C=CC=CC=1.[C:47]([Si:49]([CH3:52])([CH3:51])[CH3:50])#[CH:48].C(OCC)(=O)C. The catalyst is C(N(CC)CC)C.[Cu]I.Cl[Pd](Cl)([P](C1C=CC=CC=1)(C1C=CC=CC=1)C1C=CC=CC=1)[P](C1C=CC=CC=1)(C1C=CC=CC=1)C1C=CC=CC=1.O. The product is [C:21]1([CH2:20][CH2:19][C:18]([N:15]2[CH2:14][CH2:13][CH:12]([CH2:11][N:7]3[C:8]4[C:4](=[CH:3][C:2]([C:48]#[C:47][Si:49]([CH3:52])([CH3:51])[CH3:50])=[CH:10][CH:9]=4)[CH:5]=[CH:6]3)[CH2:17][CH2:16]2)=[O:27])[CH:22]=[CH:23][CH:24]=[CH:25][CH:26]=1. The yield is 0.930.